This data is from CYP2D6 inhibition data for predicting drug metabolism from PubChem BioAssay. The task is: Regression/Classification. Given a drug SMILES string, predict its absorption, distribution, metabolism, or excretion properties. Task type varies by dataset: regression for continuous measurements (e.g., permeability, clearance, half-life) or binary classification for categorical outcomes (e.g., BBB penetration, CYP inhibition). Dataset: cyp2d6_veith. (1) The molecule is Clc1ccccc1CN1CCc2sccc2C1. The result is 1 (inhibitor). (2) The drug is COc1ccc(-n2c(SC)nc(O)c(Cc3ccccc3)c2=O)cc1. The result is 0 (non-inhibitor). (3) The result is 0 (non-inhibitor). The molecule is Cc1noc2ncnc(Oc3ccc4ccccc4c3)c12. (4) The molecule is C=C(C)CNCC(=C)C.Oc1c(Cl)c(Cl)c(Cl)c(Cl)c1Cl. The result is 0 (non-inhibitor). (5) The compound is O=C(c1ccco1)N1CCC[C@@]2(CCN(Cc3ccccc3)C2)C1. The result is 1 (inhibitor). (6) The drug is Cc1nn(C(C)(C)C)c(OC(=O)c2ccco2)c1Sc1ccccc1. The result is 0 (non-inhibitor).